This data is from Full USPTO retrosynthesis dataset with 1.9M reactions from patents (1976-2016). The task is: Predict the reactants needed to synthesize the given product. (1) Given the product [Cl:15][C:12]1[CH:13]=[CH:14][C:9]([OH:8])=[C:10]([NH:16][C:17]([NH:19][C:20]2[CH:25]=[N:24][C:23]([C:26]#[N:27])=[CH:22][N:21]=2)=[O:18])[CH:11]=1, predict the reactants needed to synthesize it. The reactants are: [Si]([O:8][C:9]1[CH:14]=[CH:13][C:12]([Cl:15])=[CH:11][C:10]=1[NH:16][C:17]([NH:19][C:20]1[CH:25]=[N:24][C:23]([C:26]#[N:27])=[CH:22][N:21]=1)=[O:18])(C(C)(C)C)(C)C.Br.[F-].[K+].Cl. (2) The reactants are: [CH2:1]([N:8]1[CH2:12][C@H:11]([C:13]2[CH:18]=[CH:17][CH:16]=[CH:15][CH:14]=2)[C@@H:10]([C:19]#N)[CH2:9]1)[C:2]1[CH:7]=[CH:6][CH:5]=[CH:4][CH:3]=1.C(N1C[C@H](C2C=CC=CC=2)[C@H](C#N)C1)C1C=CC=CC=1.[OH-:41].[Na+].Cl.[OH2:44]. Given the product [CH2:1]([N:8]1[CH2:12][C@H:11]([C:13]2[CH:18]=[CH:17][CH:16]=[CH:15][CH:14]=2)[C@@H:10]([C:19]([OH:44])=[O:41])[CH2:9]1)[C:2]1[CH:7]=[CH:6][CH:5]=[CH:4][CH:3]=1, predict the reactants needed to synthesize it.